Dataset: Reaction yield outcomes from USPTO patents with 853,638 reactions. Task: Predict the reaction yield, written as a fraction of the theoretical maximum amount of product (1.0 means a 100% yield; for example, 0.34 means a 34% yield). (1) The yield is 0.430. No catalyst specified. The product is [CH:1]1([N:4]2[C:8]3[C:9]([O:23][C@@H:24]([C@@H:26]4[CH2:30][C:29](=[O:31])[NH:28][CH2:27]4)[CH3:25])=[N:10][C:11]([C:39]4[CH:40]=[C:41]5[N:33]([CH3:32])[C:34](=[O:53])[C:35]([CH3:51])([CH3:52])[C:36]5=[N:37][CH:38]=4)=[CH:12][C:7]=3[N:6]=[CH:5]2)[CH2:2][CH2:3]1. The reactants are [CH:1]1([N:4]2[C:8]3[C:9]([O:23][C@@H:24]([C@@H:26]4[CH2:30][C:29](=[O:31])[NH:28][CH2:27]4)[CH3:25])=[N:10][C:11](C4C=C5C(CC(=O)N5)=CC=4)=[CH:12][C:7]=3[N:6]=[CH:5]2)[CH2:3][CH2:2]1.[CH3:32][N:33]1[C:41]2[C:36](=[N:37][CH:38]=[C:39](B3OC(C)(C)C(C)(C)O3)[CH:40]=2)[C:35]([CH3:52])([CH3:51])[C:34]1=[O:53]. (2) The reactants are CO[C:3]([C:5]1[CH:6]=[C:7]2[C:15](=[CH:16][CH:17]=1)[NH:14][C:13]1[C:12](=[O:18])[NH:11][CH:10]([CH2:19]O)[CH2:9][C:8]2=1)=[O:4].[C-:21]#[N:22].[Na+]. The catalyst is CCOC(C)=O. The product is [N:22]1[CH:6]=[CH:7][CH:8]=[C:13]([NH:14][C:3]([C:5]2[CH:6]=[C:7]3[C:15](=[CH:16][CH:17]=2)[NH:14][C:13]2[C:12](=[O:18])[NH:11][CH:10]([CH2:19][CH2:9][C:10]#[N:11])[CH2:9][C:8]3=2)=[O:4])[CH:21]=1. The yield is 0.650. (3) The reactants are [F:1][C:2]([F:23])([F:22])[C:3]1[CH:4]=[C:5]([CH:13]([C:20]#[N:21])[CH2:14][C:15]([O:17]CC)=O)[CH:6]=[C:7]([C:9]([F:12])([F:11])[F:10])[CH:8]=1.[BH4-].[Na+]. The catalyst is CO.O.O.O.O.O.O.Cl[Co]Cl. The product is [F:23][C:2]([F:1])([F:22])[C:3]1[CH:4]=[C:5]([CH:13]2[CH2:20][NH:21][C:15](=[O:17])[CH2:14]2)[CH:6]=[C:7]([C:9]([F:11])([F:12])[F:10])[CH:8]=1. The yield is 0.476. (4) The reactants are Cl.[NH2:2][CH2:3][C:4](=O)[CH2:5][CH2:6][CH2:7][C:8]([OH:10])=[O:9].[C:12]([O:18][CH2:19][CH3:20])(=[O:17])[CH2:13][C:14]([CH3:16])=O.C(O[Na])(C)=O.Cl. The catalyst is O. The product is [CH2:19]([O:18][C:12]([C:13]1[C:4]([CH2:5][CH2:6][CH2:7][C:8]([OH:10])=[O:9])=[CH:3][NH:2][C:14]=1[CH3:16])=[O:17])[CH3:20]. The yield is 0.600. (5) The reactants are [NH2:1][S:2]([C:5]1[CH:6]=[C:7]([CH:11]=[CH:12][C:13]=1[Cl:14])[C:8]([OH:10])=[O:9])(=[O:4])=[O:3].[CH3:15]O. The catalyst is S(=O)(=O)(O)O.CCOC(C)=O. The product is [NH2:1][S:2]([C:5]1[CH:6]=[C:7]([CH:11]=[CH:12][C:13]=1[Cl:14])[C:8]([O:10][CH3:15])=[O:9])(=[O:4])=[O:3]. The yield is 0.950. (6) The reactants are [CH2:1]([NH:9][C:10](=[O:12])[CH3:11])[CH2:2][C:3]1[CH:8]=[CH:7][CH:6]=[CH:5][CH:4]=1.[S:13]([Cl:17])(=O)(=[O:15])[OH:14]. No catalyst specified. The product is [C:10]([NH:9][CH2:1][CH2:2][C:3]1[CH:8]=[CH:7][C:6]([S:13]([Cl:17])(=[O:15])=[O:14])=[CH:5][CH:4]=1)(=[O:12])[CH3:11]. The yield is 0.450.